From a dataset of Reaction yield outcomes from USPTO patents with 853,638 reactions. Predict the reaction yield, written as a fraction of the theoretical maximum amount of product (1.0 means a 100% yield; for example, 0.34 means a 34% yield). The reactants are [NH2:1][CH2:2][CH2:3][CH2:4][CH2:5][CH2:6][CH2:7][CH2:8][C:9]([OH:11])=[O:10].[O:12](C(OC(C)(C)C)=O)[C:13]([O:15][C:16]([CH3:19])([CH3:18])[CH3:17])=O.C(N(CC)CC)C. The catalyst is CO. The product is [C:13]([NH:1][CH2:2][CH2:3][CH2:4][CH2:5][CH2:6][CH2:7][CH2:8][C:9]([OH:11])=[O:10])([O:15][C:16]([CH3:19])([CH3:18])[CH3:17])=[O:12]. The yield is 0.730.